From a dataset of Full USPTO retrosynthesis dataset with 1.9M reactions from patents (1976-2016). Predict the reactants needed to synthesize the given product. (1) Given the product [C:14]([C:12]([NH:16][C:17](=[O:29])[C:18]1[CH:23]=[CH:22][C:21]([O:24][C:25]([F:28])([F:27])[F:26])=[CH:20][CH:19]=1)([CH3:13])[CH2:11][N:8]1[N:7]=[C:6]2[CH:5]=[C:4]([C:30]([F:31])([F:32])[F:33])[CH:3]=[C:2]([C:64]#[N:66])[C:10]2=[N:9]1)#[N:15], predict the reactants needed to synthesize it. The reactants are: Cl[C:2]1[C:10]2[C:6](=[N:7][N:8]([CH2:11][C:12]([NH:16][C:17](=[O:29])[C:18]3[CH:23]=[CH:22][C:21]([O:24][C:25]([F:28])([F:27])[F:26])=[CH:20][CH:19]=3)([C:14]#[N:15])[CH3:13])[N:9]=2)[CH:5]=[C:4]([C:30]([F:33])([F:32])[F:31])[CH:3]=1.C(P(C(C)(C)C)C1C=CC2C(=CC=CC=2)C=1C1C2C(=CC=CC=2)C=CC=1)(C)(C)C.C[C:64]([N:66](C)C)=O. (2) The reactants are: [NH2:1][C:2](=[O:23])[C@@H:3]([N:7]1[CH2:10][C:9]2([CH2:14][CH2:13][CH2:12][N:11]2C(OC(C)(C)C)=O)[C:8]1=[O:22])[C@H:4]([OH:6])[CH3:5].C(O)(C(F)(F)F)=O. Given the product [OH:6][C@H:4]([CH3:5])[C@H:3]([N:7]1[CH2:10][C:9]2([CH2:14][CH2:13][CH2:12][NH:11]2)[C:8]1=[O:22])[C:2]([NH2:1])=[O:23], predict the reactants needed to synthesize it. (3) Given the product [O:5]=[C:4]1[C:6]2[C:10]([C:11]3[CH:12]=[CH:13][CH:14]=[CH:15][CH:16]=3)=[C:9]([CH:24]=[O:26])[NH:8][C:7]=2[CH2:17][CH2:18][NH:19]1, predict the reactants needed to synthesize it. The reactants are: C(O[C:4]([C:6]1[C:10]([C:11]2[CH:16]=[CH:15][CH:14]=[CH:13][CH:12]=2)=[CH:9][NH:8][C:7]=1[CH2:17][CH2:18][NH2:19])=[O:5])C.O.[OH-].[Li+].O.[CH2:24]([OH:26])C. (4) Given the product [Cl:21][C:18]1[CH:19]=[CH:20][C:15]([C:9]2([C:6]3[CH:7]=[CH:8][C:3]([C:27]4[C:23]([CH3:22])=[N:24][N:25]([C:31]([C:32]5[CH:33]=[CH:34][CH:35]=[CH:36][CH:37]=5)([C:38]5[CH:39]=[CH:40][CH:41]=[CH:42][CH:43]=5)[C:44]5[CH:49]=[CH:48][CH:47]=[CH:46][CH:45]=5)[CH:26]=4)=[CH:4][CH:5]=3)[CH2:14][CH2:13][NH:12][CH2:11][CH2:10]2)=[CH:16][CH:17]=1, predict the reactants needed to synthesize it. The reactants are: Cl.Br[C:3]1[CH:8]=[CH:7][C:6]([C:9]2([C:15]3[CH:20]=[CH:19][C:18]([Cl:21])=[CH:17][CH:16]=3)[CH2:14][CH2:13][NH:12][CH2:11][CH2:10]2)=[CH:5][CH:4]=1.[CH3:22][C:23]1[C:27](B(O)O)=[CH:26][N:25]([C:31]([C:44]2[CH:49]=[CH:48][CH:47]=[CH:46][CH:45]=2)([C:38]2[CH:43]=[CH:42][CH:41]=[CH:40][CH:39]=2)[C:32]2[CH:37]=[CH:36][CH:35]=[CH:34][CH:33]=2)[N:24]=1. (5) Given the product [NH2:22][C:17]1[C:16]([CH3:25])=[C:15]([CH:20]=[C:19]([F:21])[CH:18]=1)[CH2:14][N:11]1[CH2:12][CH2:13][N:8]([C:6]([CH:1]2[CH2:5][CH2:4][CH2:3][CH2:2]2)=[O:7])[C@@H:9]([CH3:26])[CH2:10]1, predict the reactants needed to synthesize it. The reactants are: [CH:1]1([C:6]([N:8]2[CH2:13][CH2:12][N:11]([CH2:14][C:15]3[CH:20]=[C:19]([F:21])[CH:18]=[C:17]([N+:22]([O-])=O)[C:16]=3[CH3:25])[CH2:10][C@@H:9]2[CH3:26])=[O:7])[CH2:5][CH2:4][CH2:3][CH2:2]1.C([O-])=O.[NH4+].